Dataset: Peptide-MHC class II binding affinity with 134,281 pairs from IEDB. Task: Regression. Given a peptide amino acid sequence and an MHC pseudo amino acid sequence, predict their binding affinity value. This is MHC class II binding data. (1) The peptide sequence is TGVAVSRGTAKLRWF. The MHC is DRB1_0404 with pseudo-sequence DRB1_0404. The binding affinity (normalized) is 0.541. (2) The binding affinity (normalized) is 0.350. The peptide sequence is HYLKAKEYSHCAWTI. The MHC is DRB1_0101 with pseudo-sequence DRB1_0101. (3) The peptide sequence is ANGKTLGEVWKRELN. The MHC is DRB3_0202 with pseudo-sequence DRB3_0202. The binding affinity (normalized) is 0.385. (4) The peptide sequence is IAYLVGSNMTQRVVI. The MHC is H-2-IEd with pseudo-sequence H-2-IEd. The binding affinity (normalized) is 0.0482. (5) The peptide sequence is EAVVKTLQPVSDLLT. The MHC is DRB5_0101 with pseudo-sequence DRB5_0101. The binding affinity (normalized) is 0.562. (6) The MHC is H-2-IAu with pseudo-sequence H-2-IAu. The peptide sequence is VHFFKNIVTPRTP. The binding affinity (normalized) is 0. (7) The peptide sequence is DVCGMFTNRSGSQQWR. The MHC is HLA-DQA10103-DQB10603 with pseudo-sequence HLA-DQA10103-DQB10603. The binding affinity (normalized) is 0.340.